Task: Regression. Given a target protein amino acid sequence and a drug SMILES string, predict the binding affinity score between them. We predict pKi (pKi = -log10(Ki in M); higher means stronger inhibition). Dataset: bindingdb_ki.. Dataset: Drug-target binding data from BindingDB using Ki measurements (1) The compound is C/C=C1\C2C=C(C)CC1(N)c1ccc(=O)[nH]c1C2. The target protein (P04058) has sequence MNLLVTSSLGVLLHLVVLCQADDHSELLVNTKSGKVMGTRVPVLSSHISAFLGIPFAEPPVGNMRFRRPEPKKPWSGVWNASTYPNNCQQYVDEQFPGFSGSEMWNPNREMSEDCLYLNIWVPSPRPKSTTVMVWIYGGGFYSGSSTLDVYNGKYLAYTEEVVLVSLSYRVGAFGFLALHGSQEAPGNVGLLDQRMALQWVHDNIQFFGGDPKTVTIFGESAGGASVGMHILSPGSRDLFRRAILQSGSPNCPWASVSVAEGRRRAVELGRNLNCNLNSDEELIHCLREKKPQELIDVEWNVLPFDSIFRFSFVPVIDGEFFPTSLESMLNSGNFKKTQILLGVNKDEGSFFLLYGAPGFSKDSESKISREDFMSGVKLSVPHANDLGLDAVTLQYTDWMDDNNGIKNRDGLDDIVGDHNVICPLMHFVNKYTKFGNGTYLYFFNHRASNLVWPEWMGVIHGYEIEFVFGLPLVKELNYTAEEEALSRRIMHYWATFAKT.... The pKi is 2.4. (2) The drug is CC(C)CC(NC(=O)CNC(=O)C(C)NC(=O)C(CC(C)C)NC(=O)C(CCCN=C(N)N)NC(=O)C(CC1CNCN1)NC(=O)C(NC(=O)C(NC(=O)C(CS)NC(=O)C(NC(=O)C(C)NC(=O)C(NC(=O)C(CC(=O)O)NC(=O)C(CS)NC(=O)C(C)N)C(C)O)C(C)O)C(C)C)C(C)O)C(=O)NC(CC(C)C)C(=O)NC(CO)C(=O)NC(CCCN=C(N)N)C(=O)NC(CO)C(=O)NCC(=O)NCC(=O)NC(C(=O)NC(C(=O)NC(CCCCN)C(=O)NC(CC(N)=O)C(=O)NC(CC(N)=O)C(=O)NC(Cc1ccccc1)C(=O)NC(C(=O)N1CCCC1C(=O)NC(C(=O)NC(CC(N)=O)C(=O)NC(C(=O)NCC(=O)NC(CO)C(=O)NC(CCCCN)C(=O)NC(C)C(=O)NC(Cc1ccccc1)C(N)=O)C(C)C)C(C)O)C(C)C)C(C)C)C(C)C. The target protein (Q8WN93) has sequence MEKKYILYFLFLLPFFMILVIAETEEENPDDLIQLTVTRNKIMTAQYECYQKIMQDPIQQTEGIYCNRTWDGWLCWNDVAAGTESMQHCPDYFQDFDPSEKVTKICDQDGNWFRHPESNRTWTNYTQCNINTHEKVQTALNLFYLTIIGHGLSIASLLISLGIFFYFKSLSCQRITLHKNLFFSFVCNSIVTIIHLTAVANNQALVATNPVSCKVFQFIHLYLMGCNYFWMLCEGIYLHTLIVVAVFAEKQHLMWYYFLGWGFPLIPACIHAVARRLYYNDNCWISSDTHLLYIIHGPICAALLVNLFFLLNIVRVLITKLKVTHQAESNLYMKAVRATLILVPLLGIEFVLIPWRPEGKIAEEVYDYIMHILVHYQGLLVSTIYCFFNGEVQAILRRNWNQYKIQFGNSFSHSDALRSASYTVSTISDGAGYSHDYPSEHLNGKSIHDMENIVIKPEKLYD. The pKi is 9.7. (3) The compound is COC(=O)[C@@H]1C[C@H](OC(C)=O)C(=O)[C@H]2[C@@]1(C)CC[C@H]1C(=O)O[C@H](c3ccoc3)C[C@]21C. The target protein sequence is MDSPIQIFRGEPGPTCAPSACLPPNSSAWFPGWAEPDSNGSAGSEDAQLEPAHISPAIPVIITAVYSVVFVVGLVGNSLVMFVIIRYTKMKTATNIYIFNLALADALVTTTMPFQSTVYLMNSWPFGDVLCKIVISIDYYNMFTSIFTLTMMSVDRYIAVCHPVKALDFRTPLKAKIINICIWLLSSSVGISAIVLGGTKVREDVDVIECSLQFPDDDYSWWDLFAKICVFIFAFVIPVLIIIVCYTLMILRLKSVRLLSGSREKDRNLRRITRLVLVVVAVFVVCWTPIHIFILVEALGSTSHSTAALSSYYFCIALGYTNSSLNPILYAFLDENFKRCFRDFCFPLKMRMERQSTSRVRNTVQDPAYLRDIDGMNKPV. The pKi is 8.1. (4) The pKi is 6.1. The target protein sequence is MSDAVSSDRNFPNSTNLPRNPSMADYEARIFTFGTWIYSVNKEQLARAGFYALGEGDKVKCFHCGGGLTDWKPSEDPWEQHAKWYPGCKYLLEQKGQEYINNIHLTHSLEECLVRTT. The compound is CN[C@@H](C)C(=O)N[C@H]1CCC[C@H]2SC(C)(C)[C@@H](C(=O)Nc3cc(C)nn3-c3ccccc3)N2C1=O. (5) The pKi is 8.6. The target protein (P30729) has sequence MGNSSATGDGGLLAGRGPESLGTGTGLGGAGAAALVGGVLLIGMVLAGNSLVCVSVASERILQTPTNYFIVSLAAADLLLAVLVLPLFVYSEVQGGVWLLSPRLCDTLMAMDVMLCTASIFNLCAISVDRFVAVTVPLRYNQQGQCQLLLIAATWLLSAAVAAPVVCGLNDVPGRDPTVCCLEDRDYVVYSSICSFFLPCPLMLLLYWATFRGLRRWEAARHTKLHSRAPRRPSGPGPPVSDPTQGPLFSDCPPPSPSLRTSPTVSSRPESDLSQSPCSPGCLLPDAALAQPPAPSSRRKRGAKITGRERKAMRVLPVVVGAFLMCWTPFFVVHITRALCPACFVSPRLVSAVTWLGYVNSALNPIIYTIFNAEFRSVFRKTLRLRC. The small molecule is OC1(c2ccc(Cl)cc2)CCN(CCCSc2ccc(F)cc2)CC1.